Dataset: Full USPTO retrosynthesis dataset with 1.9M reactions from patents (1976-2016). Task: Predict the reactants needed to synthesize the given product. Given the product [Cl:23][C:2]1[CH:3]=[C:4]([CH:7]=[C:8]([N+:10]([O-:12])=[O:11])[CH:9]=1)[CH2:5][OH:6], predict the reactants needed to synthesize it. The reactants are: N[C:2]1[CH:3]=[C:4]([CH:7]=[C:8]([N+:10]([O-:12])=[O:11])[CH:9]=1)[CH2:5][OH:6].N([O-])=O.[Na+].CCOC(C)=O.[ClH:23].